This data is from Reaction yield outcomes from USPTO patents with 853,638 reactions. The task is: Predict the reaction yield, written as a fraction of the theoretical maximum amount of product (1.0 means a 100% yield; for example, 0.34 means a 34% yield). The reactants are CC(OC([NH:8][C@@H:9]([CH2:14][CH2:15][C:16](=O)[C:17]1[CH:22]=[CH:21][C:20]([O:23][CH2:24][C:25]2[CH:30]=[CH:29][CH:28]=[CH:27][CH:26]=2)=[CH:19][CH:18]=1)[C:10]([O:12][CH3:13])=[O:11])=O)(C)C.FC(F)(F)C(O)=O. The catalyst is C(Cl)Cl. The product is [C:25]1([CH2:24][O:23][C:20]2[CH:21]=[CH:22][C:17]([C:16]3[CH2:15][CH2:14][C@@H:9]([C:10]([O:12][CH3:13])=[O:11])[N:8]=3)=[CH:18][CH:19]=2)[CH:30]=[CH:29][CH:28]=[CH:27][CH:26]=1. The yield is 0.910.